This data is from Full USPTO retrosynthesis dataset with 1.9M reactions from patents (1976-2016). The task is: Predict the reactants needed to synthesize the given product. (1) Given the product [F:26][C:24]1([F:27])[O:23][C:22]2[CH:28]=[CH:29][C:19]([O:49][C:46]3[CH:47]=[CH:48][C:43]([C:40]45[CH2:41][CH2:42][CH:37]([N:34]6[CH2:35][CH2:36][S:31](=[O:50])(=[O:30])[N:32]=[C:33]64)[CH2:38][CH2:39]5)=[CH:44][CH:45]=3)=[CH:20][C:21]=2[O:25]1, predict the reactants needed to synthesize it. The reactants are: N1C=CC=CC=1C(O)=O.P([O-])([O-])([O-])=O.[K+].[K+].[K+].Br[C:19]1[CH:29]=[CH:28][C:22]2[O:23][C:24]([F:27])([F:26])[O:25][C:21]=2[CH:20]=1.[O:30]=[S:31]1(=[O:50])[CH2:36][CH2:35][N:34]2[CH:37]3[CH2:42][CH2:41][C:40]([C:43]4[CH:48]=[CH:47][C:46]([OH:49])=[CH:45][CH:44]=4)([C:33]2=[N:32]1)[CH2:39][CH2:38]3. (2) Given the product [Cl:1][C:2]1[CH:3]=[C:4]([N:10]2[C@H:14]([CH:15]3[CH2:19][CH2:18][CH2:17][CH2:16]3)[CH2:13][C:12]([C:20]3[CH:28]=[CH:27][C:23]([C:24]([OH:26])=[O:25])=[C:22]([O:29][CH3:30])[N:21]=3)=[N:11]2)[CH:5]=[CH:6][C:7]=1[C:8]#[N:9], predict the reactants needed to synthesize it. The reactants are: [Cl:1][C:2]1[CH:3]=[C:4]([N:10]2[CH:14]([CH:15]3[CH2:19][CH2:18][CH2:17][CH2:16]3)[CH2:13][C:12]([C:20]3[CH:28]=[CH:27][C:23]([C:24]([OH:26])=[O:25])=[C:22]([O:29][CH3:30])[N:21]=3)=[N:11]2)[CH:5]=[CH:6][C:7]=1[C:8]#[N:9].CO.C(=O)=O.